From a dataset of Forward reaction prediction with 1.9M reactions from USPTO patents (1976-2016). Predict the product of the given reaction. Given the reactants [NH2:1][C:2]1[C:7]([S:8](Cl)(=[O:10])=[O:9])=[CH:6][C:5]([C:12]2[CH:13]=[C:14]3[C:19](=[CH:20][CH:21]=2)[N:18]=[CH:17][CH:16]=[C:15]3[C:22]2[CH:27]=[CH:26][N:25]=[CH:24][CH:23]=2)=[CH:4][N:3]=1.O1CCOCC1.[NH:34]1[CH2:39][CH2:38][CH2:37][CH2:36][CH2:35]1.N1C=CC=CC=1, predict the reaction product. The product is: [N:34]1([S:8]([C:7]2[C:2]([NH2:1])=[N:3][CH:4]=[C:5]([C:12]3[CH:13]=[C:14]4[C:19](=[CH:20][CH:21]=3)[N:18]=[CH:17][CH:16]=[C:15]4[C:22]3[CH:27]=[CH:26][N:25]=[CH:24][CH:23]=3)[CH:6]=2)(=[O:10])=[O:9])[CH2:39][CH2:38][CH2:37][CH2:36][CH2:35]1.